The task is: Predict the product of the given reaction.. This data is from Forward reaction prediction with 1.9M reactions from USPTO patents (1976-2016). (1) The product is: [CH3:1][O:2][C:3](=[O:39])[CH2:4][CH2:5][C@@H:6]1[C@@H:10]([O:11][CH3:12])[C@@H:9]([O:13][Si:14]([C:17]([CH3:20])([CH3:19])[CH3:18])([CH3:16])[CH3:15])[C@H:8]([N:21]2[CH:29]=[N:28][C:27]3[C:22]2=[N:23][CH:24]=[N:25][C:26]=3[NH:30][C:31](=[O:38])[C:32]2[CH:33]=[CH:34][CH:35]=[CH:36][CH:37]=2)[O:7]1. Given the reactants [CH3:1][O:2][C:3](=[O:39])/[CH:4]=[CH:5]/[C@@H:6]1[C@@H:10]([O:11][CH3:12])[C@@H:9]([O:13][Si:14]([C:17]([CH3:20])([CH3:19])[CH3:18])([CH3:16])[CH3:15])[C@H:8]([N:21]2[CH:29]=[N:28][C:27]3[C:22]2=[N:23][CH:24]=[N:25][C:26]=3[NH:30][C:31](=[O:38])[C:32]2[CH:37]=[CH:36][CH:35]=[CH:34][CH:33]=2)[O:7]1, predict the reaction product. (2) The product is: [F:1][C:2]1[CH:3]=[C:4]([CH:15]=[CH:16][C:17]=1[CH:20]1[CH2:24][CH2:23][CH2:22][CH2:21]1)[C:5]([OH:7])=[O:6]. Given the reactants [F:1][C:2]1[CH:3]=[C:4]([CH:15]=[CH:16][C:17]=1Br)[C:5]([O:7]CC1C=CC=CC=1)=[O:6].[Br-].[CH:20]1([Zn+])[CH2:24][CH2:23][CH2:22][CH2:21]1, predict the reaction product. (3) Given the reactants [N+:1]([O-:4])(O)=[O:2].C(O)(=O)C.[F:9][CH2:10][C:11]1[N:16]=[C:15]([OH:17])[CH:14]=[C:13]([OH:18])[N:12]=1, predict the reaction product. The product is: [F:9][CH2:10][C:11]1[N:16]=[C:15]([OH:17])[C:14]([N+:1]([O-:4])=[O:2])=[C:13]([OH:18])[N:12]=1. (4) Given the reactants [NH2:1][C@@H:2]1[CH2:7][CH2:6][C@H:5]([NH:8][C:9](=[O:15])OC(C)(C)C)[CH2:4][CH2:3]1.[C:16](OC(=O)C(C)C)(=O)[CH:17](C)[CH3:18].[ClH:27].O1CCOCC1, predict the reaction product. The product is: [ClH:27].[NH2:1][C@@H:2]1[CH2:3][CH2:4][C@H:5]([NH:8][C:9](=[O:15])[CH:17]([CH3:18])[CH3:16])[CH2:6][CH2:7]1. (5) Given the reactants [CH3:1][O:2][C:3]1[CH:12]=[C:11]([O:13][CH3:14])[C:10]([O:15][CH3:16])=[CH:9][C:4]=1[CH:5]=[CH:6][CH:7]=[O:8].C(C1C(=O)C(Cl)=C(Cl)[C:21](=[O:22])C=1C#N)#N.CO, predict the reaction product. The product is: [CH3:1][O:2][C:3]1[CH:12]=[C:11]([O:13][CH3:14])[C:10]([O:15][CH3:16])=[CH:9][C:4]=1[CH:5]=[CH:6][C:7]([O:22][CH3:21])=[O:8]. (6) Given the reactants C(OC([N:8]1[CH2:13][CH2:12][C:11]([C:15]2[CH:20]=[CH:19][C:18]([Cl:21])=[CH:17][CH:16]=2)([OH:14])[C:10]([CH3:23])([CH3:22])[CH2:9]1)=O)(C)(C)C.Cl.O1CCOCC1, predict the reaction product. The product is: [Cl:21][C:18]1[CH:19]=[CH:20][C:15]([C:11]2([OH:14])[CH2:12][CH2:13][NH:8][CH2:9][C:10]2([CH3:22])[CH3:23])=[CH:16][CH:17]=1. (7) Given the reactants C(N(CC)CC)C.[C:8]([C:10]1[CH:17]=[CH:16][C:13]([CH2:14][NH2:15])=[CH:12][CH:11]=1)#[N:9].[CH3:18][C:19]([CH3:24])([CH3:23])[C:20](Cl)=[O:21], predict the reaction product. The product is: [CH3:18][C:19]([CH3:24])([CH3:23])[C:20]([NH:9][CH2:8][C:10]1[CH:17]=[CH:16][C:13]([C:14]#[N:15])=[CH:12][CH:11]=1)=[O:21].